This data is from CYP2C19 inhibition data for predicting drug metabolism from PubChem BioAssay. The task is: Regression/Classification. Given a drug SMILES string, predict its absorption, distribution, metabolism, or excretion properties. Task type varies by dataset: regression for continuous measurements (e.g., permeability, clearance, half-life) or binary classification for categorical outcomes (e.g., BBB penetration, CYP inhibition). Dataset: cyp2c19_veith. (1) The result is 0 (non-inhibitor). The molecule is C[C@@H](Cc1ccc(C=O)cc1)NC[C@@H](O)c1ccc(O)c(NCO)c1. (2) The compound is c1ccc(CN2CCCC3(CCNCC3)C2)cc1. The result is 0 (non-inhibitor). (3) The compound is c1cncc(CNc2ccnc(-c3ccc4c(c3)OCO4)n2)c1. The result is 1 (inhibitor). (4) The drug is CC(C)(C)NC(=O)C(=O)N/N=C/c1ccc(Br)cc1. The result is 1 (inhibitor). (5) The molecule is COc1cccc(-c2ccc3ncnc(NCc4ccccc4OC)c3c2)c1. The result is 1 (inhibitor). (6) The drug is O=C(Cc1ccccc1I)Nc1ccccc1. The result is 1 (inhibitor). (7) The molecule is O=C(O)/C=C\c1cccc([Sb](=O)(O)O)c1. The result is 0 (non-inhibitor). (8) The compound is CCN(CC)C(=O)N[C@H]1C=C2c3cccc4[nH]cc(c34)C[C@@H]2N(C)C1. The result is 0 (non-inhibitor). (9) The molecule is CC(=O)O[C@]1(C(C)=O)CC[C@@H]2[C@@H]3C=C(C)C4=CC(=O)CC[C@@]4(C)[C@H]3CC[C@]21C. The result is 0 (non-inhibitor).